This data is from Catalyst prediction with 721,799 reactions and 888 catalyst types from USPTO. The task is: Predict which catalyst facilitates the given reaction. (1) Reactant: Br[C:2]1[CH:7]=[CH:6][C:5]([CH:8]([NH:10][S@@](C(C)(C)C)=O)[CH3:9])=[C:4]([O:17][CH3:18])[CH:3]=1.[Cl:19][C:20]1[CH:21]=[C:22](B(O)O)[C:23]([O:26][CH3:27])=[N:24][CH:25]=1.C(=O)([O-])[O-].[Na+].[Na+].C1(C)C=CC=CC=1. Product: [Cl:19][C:20]1[CH:21]=[C:22]([C:2]2[CH:7]=[CH:6][C:5]([C@H:8]([NH2:10])[CH3:9])=[C:4]([O:17][CH3:18])[CH:3]=2)[C:23]([O:26][CH3:27])=[N:24][CH:25]=1. The catalyst class is: 461. (2) Reactant: [Cl:1][C:2]1[CH:10]=[CH:9][C:8]([C:11]2[N:12]([C:22]([O:24][C:25]([CH3:28])([CH3:27])[CH3:26])=[O:23])[C:13]3[C:18]([CH:19]=2)=[CH:17][C:16]([CH:20]=O)=[CH:15][CH:14]=3)=[C:7]2[C:3]=1[CH2:4][NH:5][C:6]2=[O:29].[NH2:30][CH2:31][C:32]1[CH:33]=[N:34][CH:35]=[CH:36][CH:37]=1.C(O[BH-](OC(=O)C)OC(=O)C)(=O)C.[Na+]. Product: [Cl:1][C:2]1[CH:10]=[CH:9][C:8]([C:11]2[N:12]([C:22]([O:24][C:25]([CH3:28])([CH3:27])[CH3:26])=[O:23])[C:13]3[C:18]([CH:19]=2)=[CH:17][C:16]([CH2:20][NH:30][CH2:31][C:32]2[CH:33]=[N:34][CH:35]=[CH:36][CH:37]=2)=[CH:15][CH:14]=3)=[C:7]2[C:3]=1[CH2:4][NH:5][C:6]2=[O:29]. The catalyst class is: 4. (3) Reactant: [CH2:1]([O:3][C:4]([C:6]1[CH:7]([NH2:23])[C:8]2[C:13]([C:14]=1[C:15]1[CH:20]=[CH:19][CH:18]=[CH:17][CH:16]=1)=[CH:12][CH:11]=[C:10]([O:21][CH3:22])[CH:9]=2)=[O:5])[CH3:2].[C:24](Cl)(=[O:26])[CH3:25].C(N(CC)CC)C. Product: [CH2:1]([O:3][C:4]([C:6]1[CH:7]([NH:23][C:24](=[O:26])[CH3:25])[C:8]2[C:13]([C:14]=1[C:15]1[CH:20]=[CH:19][CH:18]=[CH:17][CH:16]=1)=[CH:12][CH:11]=[C:10]([O:21][CH3:22])[CH:9]=2)=[O:5])[CH3:2]. The catalyst class is: 4. (4) Reactant: [CH3:1][C:2]1[C:7]([N:8]2[CH2:13][C@@H:12]3[CH2:14][C@H:9]2[CH2:10][N:11]3C(OC(C)(C)C)=O)=[CH:6][CH:5]=[CH:4][N:3]=1.C(Cl)[Cl:23]. Product: [ClH:23].[CH3:1][C:2]1[C:7]([N:8]2[CH2:13][C@@H:12]3[CH2:14][C@H:9]2[CH2:10][NH:11]3)=[CH:6][CH:5]=[CH:4][N:3]=1. The catalyst class is: 55.